The task is: Predict the reactants needed to synthesize the given product.. This data is from Full USPTO retrosynthesis dataset with 1.9M reactions from patents (1976-2016). (1) Given the product [ClH:5].[CH2:13]([C:17]1[CH:18]=[C:19]2[C:24](=[C:25]([O:27][CH:28]3[CH2:33][CH2:32][N:31]([CH2:34][CH:35]4[CH2:40][CH2:39][N:38]([C:1](=[O:4])[CH2:2][CH3:3])[CH2:37][CH2:36]4)[CH2:30][CH2:29]3)[CH:26]=1)[N:23]=[CH:22][CH:21]=[CH:20]2)[CH2:14][CH2:15][CH3:16], predict the reactants needed to synthesize it. The reactants are: [C:1]([Cl:5])(=[O:4])[CH2:2][CH3:3].C(N(CC)CC)C.[CH2:13]([C:17]1[CH:18]=[C:19]2[C:24](=[C:25]([O:27][CH:28]3[CH2:33][CH2:32][N:31]([CH2:34][CH:35]4[CH2:40][CH2:39][NH:38][CH2:37][CH2:36]4)[CH2:30][CH2:29]3)[CH:26]=1)[N:23]=[CH:22][CH:21]=[CH:20]2)[CH2:14][CH2:15][CH3:16]. (2) Given the product [CH:51]1([C:54]([N:39]2[CH2:40][CH2:41][CH:36]([C:33]3[CH:32]=[CH:31][C:30]([CH2:29][O:28][C:3]4[C:2]([F:1])=[CH:7][CH:6]=[CH:5][C:4]=4[C:8]4[N:13]=[C:12]([N:14]5[C:18]([C:19]([F:21])([F:22])[F:20])=[C:17]([C:23]([O:25][CH2:26][CH3:27])=[O:24])[CH:16]=[N:15]5)[CH:11]=[CH:10][CH:9]=4)=[CH:35][CH:34]=3)[CH2:37][CH2:38]2)=[O:55])[CH2:53][CH2:52]1, predict the reactants needed to synthesize it. The reactants are: [F:1][C:2]1[C:3]([O:28][CH2:29][C:30]2[CH:35]=[CH:34][C:33]([CH:36]3[CH2:41][CH2:40][NH:39][CH2:38][CH2:37]3)=[CH:32][CH:31]=2)=[C:4]([C:8]2[N:13]=[C:12]([N:14]3[C:18]([C:19]([F:22])([F:21])[F:20])=[C:17]([C:23]([O:25][CH2:26][CH3:27])=[O:24])[CH:16]=[N:15]3)[CH:11]=[CH:10][CH:9]=2)[CH:5]=[CH:6][CH:7]=1.C(N(C(C)C)CC)(C)C.[CH:51]1([C:54](Cl)=[O:55])[CH2:53][CH2:52]1. (3) Given the product [NH2:31][C:11]1[C:12]([C:26]([O:28][CH2:29][CH3:30])=[O:27])=[N:13][C:14]([NH:16][C@H:17]([C:19]2[CH:24]=[CH:23][C:22]([F:25])=[CH:21][CH:20]=2)[CH3:18])=[N:15][C:10]=1[NH:9][C:6]1[CH:5]=[C:4]([CH:1]2[CH2:3][CH2:2]2)[NH:8][N:7]=1, predict the reactants needed to synthesize it. The reactants are: [CH:1]1([C:4]2[NH:8][N:7]=[C:6]([NH:9][C:10]3[N:15]=[C:14]([NH:16][C@H:17]([C:19]4[CH:24]=[CH:23][C:22]([F:25])=[CH:21][CH:20]=4)[CH3:18])[N:13]=[C:12]([C:26]([O:28][CH2:29][CH3:30])=[O:27])[C:11]=3[N+:31]([O-])=O)[CH:5]=2)[CH2:3][CH2:2]1.[NH4+].[Cl-]. (4) The reactants are: [NH:1]1[C:5]2=[N:6][CH:7]=[C:8]([CH:10]=O)[CH:9]=[C:4]2[CH:3]=[CH:2]1.Cl.[CH3:13][NH:14][CH3:15].[OH-].[Na+].C([BH3-])#N.[Na+]. Given the product [CH3:13][N:14]([CH3:15])[CH2:10][C:8]1[CH:9]=[C:4]2[CH:3]=[CH:2][NH:1][C:5]2=[N:6][CH:7]=1, predict the reactants needed to synthesize it. (5) Given the product [CH:15]1([S:18][C:2]2[C:7]([I:8])=[CH:6][CH:5]=[CH:4][N:3]=2)[CH2:17][CH2:16]1, predict the reactants needed to synthesize it. The reactants are: F[C:2]1[C:7]([I:8])=[CH:6][CH:5]=[CH:4][N:3]=1.C([O-])([O-])=O.[Cs+].[Cs+].[CH:15]1([SH:18])[CH2:17][CH2:16]1. (6) Given the product [C:1]([C:3]1[CH:4]=[CH:5][C:6]([C:9]2[CH:14]=[CH:13][CH:12]=[CH:11][C:10]=2[S:15][C:16]([CH3:23])([CH3:22])[C:17]([OH:19])=[O:18])=[CH:7][CH:8]=1)#[N:2], predict the reactants needed to synthesize it. The reactants are: [C:1]([C:3]1[CH:8]=[CH:7][C:6]([C:9]2[CH:14]=[CH:13][CH:12]=[CH:11][C:10]=2[S:15][C:16]([CH3:23])([CH3:22])[C:17]([O:19]CC)=[O:18])=[CH:5][CH:4]=1)#[N:2].[OH-].[Na+].